Dataset: Forward reaction prediction with 1.9M reactions from USPTO patents (1976-2016). Task: Predict the product of the given reaction. (1) Given the reactants [O:1]([C:8]1[CH:9]=[CH:10][C:11](=[O:14])[NH:12][N:13]=1)[C:2]1[CH:7]=[CH:6][CH:5]=[CH:4][CH:3]=1.[H-].[Na+].[CH3:17][O:18][C:19](=[O:28])[CH:20](Br)[CH2:21][CH:22]1[CH2:26][CH2:25][CH2:24][CH2:23]1.O, predict the reaction product. The product is: [CH3:17][O:18][C:19](=[O:28])[CH:20]([N:12]1[C:11](=[O:14])[CH:10]=[CH:9][C:8]([O:1][C:2]2[CH:3]=[CH:4][CH:5]=[CH:6][CH:7]=2)=[N:13]1)[CH2:21][CH:22]1[CH2:23][CH2:24][CH2:25][CH2:26]1. (2) The product is: [CH:1]1([NH:7][C:30]([C:17]2[N:18]([CH2:28][CH3:29])[C:19]([C:20]3[CH:25]=[CH:24][C:23]([Cl:26])=[CH:22][C:21]=3[Cl:27])=[C:15]([C:12]3[CH:11]=[CH:10][C:9]([Cl:8])=[CH:14][CH:13]=3)[N:16]=2)=[O:31])[CH2:6][CH2:5][CH2:4][CH2:3][CH2:2]1. Given the reactants [CH:1]1([NH2:7])[CH2:6][CH2:5][CH2:4][CH2:3][CH2:2]1.[Cl:8][C:9]1[CH:14]=[CH:13][C:12]([C:15]2[N:16]=[C:17]([C:30](OCC)=[O:31])[N:18]([CH2:28][CH3:29])[C:19]=2[C:20]2[CH:25]=[CH:24][C:23]([Cl:26])=[CH:22][C:21]=2[Cl:27])=[CH:11][CH:10]=1, predict the reaction product. (3) Given the reactants [H-].[Na+].[CH2:3]([N:5]1[C:14]2[CH:13]=[CH:12][C:11]([CH3:15])=[CH:10][C:9]=2[C:8](=[O:16])[C:7]2[N:17]([CH3:20])[N:18]=[CH:19][C:6]1=2)[CH3:4].[CH3:21][S:22]CCl, predict the reaction product. The product is: [CH3:20][N:17]1[C:7]2[C:8](=[O:16])[C:9]3[CH:10]=[C:11]([CH3:15])[CH:12]=[CH:13][C:14]=3[N:5]([CH2:3][CH2:4][S:22][CH3:21])[C:6]=2[CH:19]=[N:18]1. (4) The product is: [Br:22][C:3]1[C:2]([OH:1])=[CH:11][CH:10]=[C:9]2[C:4]=1[CH:5]=[CH:6][C:7]([C@:12]1([CH3:18])[CH2:16][O:15][C:14](=[O:17])[NH:13]1)=[CH:8]2. Given the reactants [OH:1][C:2]1[CH:3]=[C:4]2[C:9](=[CH:10][CH:11]=1)[CH:8]=[C:7]([C@:12]1([CH3:18])[CH2:16][O:15][C:14](=[O:17])[NH:13]1)[CH:6]=[CH:5]2.C(#N)C.[Br:22]N1C(=O)CCC1=O, predict the reaction product. (5) Given the reactants Cl.[N+:2]([C:5]1[CH:10]=[CH:9][C:8]([CH2:11][CH2:12][NH2:13])=[CH:7][CH:6]=1)([O-:4])=[O:3].C(=O)([O-])[O-].[Na+].[Na+].[N+:20]([C:23]1[CH:30]=[CH:29][C:26]([CH2:27]Br)=[CH:25][CH:24]=1)([O-:22])=[O:21].CN(C)C=O.O, predict the reaction product. The product is: [N+:2]([C:5]1[CH:6]=[CH:7][C:8]([CH2:11][CH2:12][NH:13][CH2:27][C:26]2[CH:29]=[CH:30][C:23]([N+:20]([O-:22])=[O:21])=[CH:24][CH:25]=2)=[CH:9][CH:10]=1)([O-:4])=[O:3]. (6) Given the reactants [F:1][C:2]([F:15])([F:14])[CH2:3][O:4][C:5]1[CH:13]=[CH:12][C:8]([C:9]([OH:11])=O)=[CH:7][N:6]=1.[NH2:16][CH2:17][C:18]1[CH:23]=[CH:22][N:21]=[C:20]([NH2:24])[CH:19]=1.C(N(CC)C(C)C)(C)C.CN(C(ON1N=NC2C=CC=CC1=2)=[N+](C)C)C.F[P-](F)(F)(F)(F)F, predict the reaction product. The product is: [NH2:24][C:20]1[CH:19]=[C:18]([CH2:17][NH:16][C:9](=[O:11])[C:8]2[CH:12]=[CH:13][C:5]([O:4][CH2:3][C:2]([F:1])([F:15])[F:14])=[N:6][CH:7]=2)[CH:23]=[CH:22][N:21]=1. (7) Given the reactants [BH4-].[Na+].[CH2:3]([O:5][C:6]1[N:11]=[C:10]([C:12](OCC)=[O:13])[CH:9]=[CH:8][CH:7]=1)[CH3:4], predict the reaction product. The product is: [CH2:3]([O:5][C:6]1[N:11]=[C:10]([CH2:12][OH:13])[CH:9]=[CH:8][CH:7]=1)[CH3:4]. (8) Given the reactants [F:1][C:2]1[CH:3]=[C:4]([C:14](OC)=[O:15])[C:5]([C:8]2[CH:13]=[CH:12][CH:11]=[CH:10][CH:9]=2)=[CH:6][CH:7]=1.[H-].[Al+3].[Li+].[H-].[H-].[H-], predict the reaction product. The product is: [F:1][C:2]1[CH:7]=[CH:6][C:5]([C:8]2[CH:13]=[CH:12][CH:11]=[CH:10][CH:9]=2)=[C:4]([CH2:14][OH:15])[CH:3]=1.